From a dataset of Drug-induced liver injury (DILI) classification data. Regression/Classification. Given a drug SMILES string, predict its toxicity properties. Task type varies by dataset: regression for continuous values (e.g., LD50, hERG inhibition percentage) or binary classification for toxic/non-toxic outcomes (e.g., AMES mutagenicity, cardiotoxicity, hepatotoxicity). Dataset: dili. (1) The molecule is CN1c2ccccc2C(NCCCCCCC(=O)O)c2ccc(Cl)cc2S1(=O)=O. The result is 1 (causes liver injury). (2) The molecule is CC1CC2C3CCC4=CC(=O)C=CC4(C)C3(Cl)C(O)CC2(C)C1(O)C(=O)CO. The result is 0 (no liver injury). (3) The compound is NC(Cc1ccc(O)c(O)c1)C(=O)O. The result is 0 (no liver injury). (4) The molecule is CC(C)c1cccc(C(C)C)c1O. The result is 0 (no liver injury). (5) The molecule is COc1cccc2c1C(=O)c1c(O)c3c(c(O)c1C2=O)CC(O)(C(=O)CO)CC3OC1CC(N)C(O)C(C)O1. The result is 1 (causes liver injury).